Dataset: Catalyst prediction with 721,799 reactions and 888 catalyst types from USPTO. Task: Predict which catalyst facilitates the given reaction. (1) Reactant: [C:1]([C:3]1[CH:8]=[CH:7][C:6]([N:9]2[C:13]([C:14]3[CH:19]=[CH:18][C:17]([CH3:20])=[CH:16][CH:15]=3)=[CH:12][C:11]([NH:21][C:22](=[O:28])[O:23][C:24]([CH3:27])([CH3:26])[CH3:25])=[N:10]2)=[CH:5][CH:4]=1)#[N:2].CC1C=CC(S(O[CH2:40][CH:41]2[CH2:45][CH2:44][N:43]([C:46]([O:48][C:49]([CH3:52])([CH3:51])[CH3:50])=[O:47])[CH2:42]2)(=O)=O)=CC=1.C([O-])([O-])=O.[Cs+].[Cs+]. Product: [C:1]([C:3]1[CH:4]=[CH:5][C:6]([N:9]2[C:13]([C:14]3[CH:19]=[CH:18][C:17]([CH3:20])=[CH:16][CH:15]=3)=[CH:12][C:11]([N:21]([CH2:40][CH:41]3[CH2:45][CH2:44][N:43]([C:46]([O:48][C:49]([CH3:50])([CH3:52])[CH3:51])=[O:47])[CH2:42]3)[C:22]([O:23][C:24]([CH3:25])([CH3:27])[CH3:26])=[O:28])=[N:10]2)=[CH:7][CH:8]=1)#[N:2]. The catalyst class is: 3. (2) Reactant: [NH2:1][CH:2]1[CH2:6][CH2:5][N:4]([C:7]([O:9][C:10]([CH3:13])([CH3:12])[CH3:11])=[O:8])[CH2:3]1.Cl.[N:15]1([C:20](N)=[NH:21])C=CC=N1. Product: [NH:1]([CH:2]1[CH2:6][CH2:5][N:4]([C:7]([O:9][C:10]([CH3:13])([CH3:12])[CH3:11])=[O:8])[CH2:3]1)[C:20]([NH2:21])=[NH:15]. The catalyst class is: 10.